From a dataset of Forward reaction prediction with 1.9M reactions from USPTO patents (1976-2016). Predict the product of the given reaction. Given the reactants [NH:1]1[CH2:4][CH:3]([CH2:5][N:6]([C@@H:13]2[CH2:15][C@H:14]2[C:16]2[CH:21]=[CH:20][CH:19]=[CH:18][CH:17]=2)C(=[O:12])C(F)(F)F)[CH2:2]1.C([N:24](CC)CC)C.[C:29]([C:31]1[CH:39]=[CH:38][C:34]([C:35](Cl)=[O:36])=[CH:33][CH:32]=1)#[N:30].[OH-].[Na+], predict the reaction product. The product is: [C:2](#[N:1])[CH3:3].[OH2:12].[NH4+:24].[OH-:36].[C:16]1([C@@H:14]2[CH2:15][C@H:13]2[NH:6][CH2:5][CH:3]2[CH2:2][N:1]([C:35]([C:34]3[CH:38]=[CH:39][C:31]([C:29]#[N:30])=[CH:32][CH:33]=3)=[O:36])[CH2:4]2)[CH:17]=[CH:18][CH:19]=[CH:20][CH:21]=1.